This data is from Full USPTO retrosynthesis dataset with 1.9M reactions from patents (1976-2016). The task is: Predict the reactants needed to synthesize the given product. (1) Given the product [CH2:1]([O:3][C:4]([C:6]1[O:7][C:8]2[CH:15]=[CH:14][C:13]([C:17](=[O:19])[CH3:18])=[C:12]([OH:16])[C:9]=2[C:10]=1[CH3:11])=[O:5])[CH3:2], predict the reactants needed to synthesize it. The reactants are: [CH2:1]([O:3][C:4]([C:6]1[O:7][C:8]2[CH:15]=[CH:14][CH:13]=[C:12]([OH:16])[C:9]=2[C:10]=1[CH3:11])=[O:5])[CH3:2].[C:17](Cl)(=[O:19])[CH3:18]. (2) Given the product [O:49]1[CH2:54][CH2:53][CH:52]([CH2:55][NH:56][C:14]([C:11]2[CH:10]=[C:9]([CH2:8][O:7][CH2:6][C:5]3[CH:17]=[CH:18][CH:19]=[C:3]([C:1]#[N:2])[CH:4]=3)[O:13][N:12]=2)=[O:16])[CH2:51][CH2:50]1, predict the reactants needed to synthesize it. The reactants are: [C:1]([C:3]1[CH:4]=[C:5]([CH:17]=[CH:18][CH:19]=1)[CH2:6][O:7][CH2:8][C:9]1[O:13][N:12]=[C:11]([C:14]([OH:16])=O)[CH:10]=1)#[N:2].C(N(CC)CC)C.Cl.C(N=C=NCCCN(C)C)C.ON1C2C=CC=CC=2N=N1.[O:49]1[CH2:54][CH2:53][CH:52]([CH2:55][NH2:56])[CH2:51][CH2:50]1. (3) The reactants are: [NH2:1][C:2]1[C:3]2[N:10]=[N:9][N:8]([CH:11]3[CH:15]4[O:16][C:17]([CH3:20])([CH3:19])[O:18][CH:14]4[CH:13]([CH2:21][OH:22])[O:12]3)[C:4]=2[N:5]=[CH:6][N:7]=1.C[Si](Cl)(C)C.[C:28](Cl)([C:30]1[CH:35]=[CH:34][CH:33]=[CH:32][CH:31]=1)=[O:29].[NH4+].[OH-]. Given the product [OH:22][CH2:21][CH:13]1[CH:14]2[O:18][C:17]([CH3:19])([CH3:20])[O:16][CH:15]2[CH:11]([N:8]2[C:4]3[N:5]=[CH:6][N:7]=[C:2]([NH:1][C:28](=[O:29])[C:30]4[CH:35]=[CH:34][CH:33]=[CH:32][CH:31]=4)[C:3]=3[N:10]=[N:9]2)[O:12]1, predict the reactants needed to synthesize it. (4) Given the product [NH2:13][C@@H:10]([C:4]1[CH:5]=[C:6]([CH2:8][F:9])[CH:7]=[C:2]([F:1])[CH:3]=1)[CH2:11][OH:12], predict the reactants needed to synthesize it. The reactants are: [F:1][C:2]1[CH:3]=[C:4]([C@H:10]([NH:13]C(=O)OC(C)(C)C)[CH2:11][OH:12])[CH:5]=[C:6]([CH2:8][F:9])[CH:7]=1.Cl. (5) Given the product [C:2]1([CH3:1])[CH:7]=[CH:6][C:5]([S:8][C:11]2[CH:12]=[CH:13][CH:14]=[CH:15][C:10]=2[Br:9])=[CH:4][CH:3]=1, predict the reactants needed to synthesize it. The reactants are: [CH3:1][C:2]1[CH:7]=[CH:6][C:5]([SH:8])=[CH:4][CH:3]=1.[Br:9][C:10]1[CH:15]=[CH:14][CH:13]=[CH:12][C:11]=1Br.CC(C)([O-])C.[K+].[Cl-].[Na+]. (6) Given the product [C:29]([C:27]1[CH:26]=[C:25]([NH:33][S:34]([CH3:37])(=[O:36])=[O:35])[C:24]([O:38][CH3:39])=[C:23]([NH:22][C:6](=[O:8])[C:5]2[CH:9]=[CH:10][C:2]([Cl:1])=[C:3]([N:11]3[CH:15]=[C:14]([C:16]4[CH:17]=[N:18][CH:19]=[CH:20][CH:21]=4)[N:13]=[N:12]3)[CH:4]=2)[CH:28]=1)([CH3:32])([CH3:30])[CH3:31], predict the reactants needed to synthesize it. The reactants are: [Cl:1][C:2]1[CH:10]=[CH:9][C:5]([C:6]([OH:8])=O)=[CH:4][C:3]=1[N:11]1[CH:15]=[C:14]([C:16]2[CH:17]=[N:18][CH:19]=[CH:20][CH:21]=2)[N:13]=[N:12]1.[NH2:22][C:23]1[C:24]([O:38][CH3:39])=[C:25]([NH:33][S:34]([CH3:37])(=[O:36])=[O:35])[CH:26]=[C:27]([C:29]([CH3:32])([CH3:31])[CH3:30])[CH:28]=1. (7) Given the product [NH2:1][C:2]1[CH2:8][C:7]([C:9]([O:11][CH2:12][CH3:13])=[O:10])=[CH:6][C:5]2[CH:14]=[C:15]([C:25]3[CH:26]=[CH:27][CH:28]=[C:23]([C:21](=[O:22])[N:20]([CH3:19])[CH3:32])[CH:24]=3)[CH:16]=[CH:17][C:4]=2[N:3]=1, predict the reactants needed to synthesize it. The reactants are: [NH2:1][C:2]1[CH2:8][C:7]([C:9]([O:11][CH2:12][CH3:13])=[O:10])=[CH:6][C:5]2[CH:14]=[C:15](Br)[CH:16]=[CH:17][C:4]=2[N:3]=1.[CH3:19][N:20]([CH3:32])[C:21]([C:23]1[CH:24]=[C:25](B(O)O)[CH:26]=[CH:27][CH:28]=1)=[O:22].C(=O)([O-])[O-].[Cs+].[Cs+].CCO. (8) Given the product [CH2:30]([O:14][C:13]1[C:8]([F:7])=[C:9]([CH2:15][NH:16][C:17]([C:19]2[CH:20]=[C:21]3[C:26](=[CH:27][CH:28]=2)[N:25]=[CH:24][CH:23]=[CH:22]3)=[O:18])[CH:10]=[CH:11][CH:12]=1)[CH3:31], predict the reactants needed to synthesize it. The reactants are: C(=O)([O-])[O-].[Cs+].[Cs+].[F:7][C:8]1[C:13]([OH:14])=[CH:12][CH:11]=[CH:10][C:9]=1[CH2:15][NH:16][C:17]([C:19]1[CH:20]=[C:21]2[C:26](=[CH:27][CH:28]=1)[N:25]=[CH:24][CH:23]=[CH:22]2)=[O:18].I[CH2:30][CH3:31].CN(C=O)C.